This data is from Full USPTO retrosynthesis dataset with 1.9M reactions from patents (1976-2016). The task is: Predict the reactants needed to synthesize the given product. Given the product [Cl:9][C:10]1[CH:11]=[C:12]([NH:13][C:2]([NH:3][C:5](=[O:7])[CH3:6])=[S:1])[CH:14]=[C:15]([Cl:17])[CH:16]=1, predict the reactants needed to synthesize it. The reactants are: [S-:1][C:2]#[N:3].[NH4+].[C:5](Cl)(=[O:7])[CH3:6].[Cl:9][C:10]1[CH:11]=[C:12]([CH:14]=[C:15]([Cl:17])[CH:16]=1)[NH2:13].